This data is from Reaction yield outcomes from USPTO patents with 853,638 reactions. The task is: Predict the reaction yield, written as a fraction of the theoretical maximum amount of product (1.0 means a 100% yield; for example, 0.34 means a 34% yield). (1) The reactants are [C:1]1([C:7]2[CH:8]=[C:9]3[C:13](=[C:14]([C:16]([NH2:18])=[O:17])[CH:15]=2)[NH:12][CH:11]=[CH:10]3)[CH:6]=[CH:5][CH:4]=[CH:3][CH:2]=1.[C:19]1(=[O:24])[CH2:23][CH2:22][CH:21]=[CH:20]1. The catalyst is C(#N)C.[O-]S(C(F)(F)F)(=O)=O.[Bi+3].[O-]S(C(F)(F)F)(=O)=O.[O-]S(C(F)(F)F)(=O)=O. The product is [O:24]=[C:19]1[CH2:23][CH2:22][CH:21]([C:10]2[C:9]3[C:13](=[C:14]([C:16]([NH2:18])=[O:17])[CH:15]=[C:7]([C:1]4[CH:6]=[CH:5][CH:4]=[CH:3][CH:2]=4)[CH:8]=3)[NH:12][CH:11]=2)[CH2:20]1. The yield is 0.450. (2) The yield is 0.960. The catalyst is CO. The product is [CH:3]1([C:8]2[C:13]([C:14]([OH:16])=[O:15])=[CH:12][N:11]=[C:10]([N:18]3[CH2:23][CH2:22][O:21][CH2:20][CH2:19]3)[N:9]=2)[CH2:4][CH2:5][CH2:6][CH2:7]1. The reactants are [OH-].[Na+].[CH:3]1([C:8]2[C:13]([C:14]([O:16]C)=[O:15])=[CH:12][N:11]=[C:10]([N:18]3[CH2:23][CH2:22][O:21][CH2:20][CH2:19]3)[N:9]=2)[CH2:7][CH2:6][CH2:5][CH2:4]1. (3) The product is [F:9][C:8]([F:11])([F:10])[C:5]1[CH:6]=[CH:7][C:2]([O:12][C:13]2[CH:18]=[CH:17][C:16]([CH2:19][C:20]#[N:21])=[CH:15][CH:14]=2)=[N:3][CH:4]=1. The reactants are Cl[C:2]1[CH:7]=[CH:6][C:5]([C:8]([F:11])([F:10])[F:9])=[CH:4][N:3]=1.[OH:12][C:13]1[CH:18]=[CH:17][C:16]([CH2:19][C:20]#[N:21])=[CH:15][CH:14]=1.C(=O)([O-])[O-].[K+].[K+]. The yield is 0.815. The catalyst is CC(=O)CC. (4) The reactants are [N+:1]([C:4]1[CH:5]=[C:6]2[C:10](=[CH:11][CH:12]=1)[NH:9][C:8]([CH:13]([CH3:16])[CH2:14][OH:15])=[CH:7]2)([O-])=O.O.O.[Sn](Cl)(Cl)(Cl)Cl. The catalyst is C(O)C.C(OCC)(=O)C.O.C([O-])(O)=O.[Na+]. The product is [NH2:1][C:4]1[CH:5]=[C:6]2[C:10](=[CH:11][CH:12]=1)[NH:9][C:8]([CH:13]([CH3:16])[CH2:14][OH:15])=[CH:7]2. The yield is 0.820. (5) The reactants are [Si]([O:8][CH2:9][C:10]1[N:11]=[C:12]([C:15]2[CH:27]=[CH:26][C:18]([C:19]([O:21][C:22]([CH3:25])([CH3:24])[CH3:23])=[O:20])=[CH:17][CH:16]=2)[S:13][CH:14]=1)(C(C)(C)C)(C)C.F.F.F.C(N(CC)CC)C. The catalyst is C1COCC1. The product is [OH:8][CH2:9][C:10]1[N:11]=[C:12]([C:15]2[CH:16]=[CH:17][C:18]([C:19]([O:21][C:22]([CH3:23])([CH3:25])[CH3:24])=[O:20])=[CH:26][CH:27]=2)[S:13][CH:14]=1. The yield is 1.00. (6) The reactants are [CH:1]([C@@H:4]1[C:9](=[O:10])[N:8]([C:11]2[CH:16]=[C:15]([S:17]([CH3:20])(=[O:19])=[O:18])[C:14]([C:21]([O:23][CH3:24])=[O:22])=[CH:13][C:12]=2[N+:25]([O-])=O)[CH2:7][CH2:6][N:5]1[C:28]([O:30][C:31]([CH3:34])([CH3:33])[CH3:32])=[O:29])([CH3:3])[CH3:2]. The catalyst is C1COCC1.CO.[Ni]. The product is [NH2:25][C:12]1[CH:13]=[C:14]([C:21]([O:23][CH3:24])=[O:22])[C:15]([S:17]([CH3:20])(=[O:18])=[O:19])=[CH:16][C:11]=1[N:8]1[CH2:7][CH2:6][N:5]([C:28]([O:30][C:31]([CH3:32])([CH3:33])[CH3:34])=[O:29])[C@H:4]([CH:1]([CH3:2])[CH3:3])[C:9]1=[O:10]. The yield is 1.00. (7) The reactants are Br[C:2]1[C:3]2[C:4]3[CH:17]=[CH:16][S:15][C:5]=3[C:6](=[O:14])[NH:7][C:8]=2[CH:9]=[CH:10][C:11]=1[O:12][CH3:13].[CH3:18][N:19]([CH3:31])[CH:20]([C:22]1[CH:27]=[CH:26][C:25](B(O)O)=[CH:24][CH:23]=1)[CH3:21]. No catalyst specified. The product is [CH3:31][N:19]([CH3:18])[CH:20]([C:22]1[CH:27]=[CH:26][C:25]([C:2]2[C:3]3[C:4]4[CH:17]=[CH:16][S:15][C:5]=4[C:6](=[O:14])[NH:7][C:8]=3[CH:9]=[CH:10][C:11]=2[O:12][CH3:13])=[CH:24][CH:23]=1)[CH3:21]. The yield is 0.580.